This data is from Catalyst prediction with 721,799 reactions and 888 catalyst types from USPTO. The task is: Predict which catalyst facilitates the given reaction. (1) Product: [Cl:1][C:2]1[C:8]([N+:9]([O-:11])=[O:10])=[CH:7][CH:6]=[CH:5][C:3]=1[N:4]([S:22]([CH2:19][CH2:17][CH3:18])(=[O:24])=[O:23])[S:22]([CH2:19][CH2:20][CH3:21])(=[O:24])=[O:23]. Reactant: [Cl:1][C:2]1[C:8]([N+:9]([O-:11])=[O:10])=[CH:7][CH:6]=[CH:5][C:3]=1[NH2:4].C(N([CH2:17][CH3:18])CC)C.[CH2:19]([S:22](Cl)(=[O:24])=[O:23])[CH2:20][CH3:21]. The catalyst class is: 2. (2) Reactant: [CH2:1]([O:8][NH:9][C:10](=[O:18])[C:11]1[CH:16]=[CH:15][C:14]([OH:17])=[CH:13][CH:12]=1)[C:2]1[CH:7]=[CH:6][CH:5]=[CH:4][CH:3]=1.[CH3:19][O:20][C:21]1[CH:26]=[CH:25][C:24]([C:27]2([C:33](Cl)=[O:34])[CH2:32][CH2:31][CH2:30][CH2:29][CH2:28]2)=[CH:23][CH:22]=1.C(OCC)(=O)C. Product: [CH3:19][O:20][C:21]1[CH:26]=[CH:25][C:24]([C:27]2([C:33]([O:17][C:14]3[CH:13]=[CH:12][C:11]([C:10]([NH:9][O:8][CH2:1][C:2]4[CH:7]=[CH:6][CH:5]=[CH:4][CH:3]=4)=[O:18])=[CH:16][CH:15]=3)=[O:34])[CH2:32][CH2:31][CH2:30][CH2:29][CH2:28]2)=[CH:23][CH:22]=1. The catalyst class is: 367. (3) Reactant: FC(F)(F)C(O)=O.[CH3:8][N:9]([CH3:65])[CH:10]1[CH2:15][CH2:14][CH:13]([NH:16][C:17]([C:19]2[CH:24]=[CH:23][C:22]([C:25]3[CH:30]=[CH:29][C:28]([CH2:31][C@H:32]([NH:46][C:47]([C@H:49]4[CH2:54][CH2:53][C@H:52]([CH2:55][NH:56]C(=O)OC(C)(C)C)[CH2:51][CH2:50]4)=[O:48])[C:33](=[O:45])[NH:34][C:35]4[CH:43]=[C:42]5[C:38]([C:39](=[O:44])[NH:40][NH:41]5)=[CH:37][CH:36]=4)=[CH:27][CH:26]=3)=[C:21]([CH3:64])[CH:20]=2)=[O:18])[CH2:12][CH2:11]1.[ClH:66]. Product: [ClH:66].[NH2:56][CH2:55][C@H:52]1[CH2:53][CH2:54][C@H:49]([C:47]([NH:46][C@H:32]([C:33](=[O:45])[NH:34][C:35]2[CH:43]=[C:42]3[C:38]([C:39](=[O:44])[NH:40][NH:41]3)=[CH:37][CH:36]=2)[CH2:31][C:28]2[CH:27]=[CH:26][C:25]([C:22]3[CH:23]=[CH:24][C:19]([C:17]([NH:16][CH:13]4[CH2:12][CH2:11][CH:10]([N:9]([CH3:8])[CH3:65])[CH2:15][CH2:14]4)=[O:18])=[CH:20][C:21]=3[CH3:64])=[CH:30][CH:29]=2)=[O:48])[CH2:50][CH2:51]1. The catalyst class is: 12. (4) Reactant: [CH2:1]([N:8]1[C:21](=[O:22])[C:20]2[C:11](=[N:12][C:13]3[C:18]([CH:19]=2)=[CH:17][CH:16]=[CH:15][CH:14]=3)[N:10]=[C:9]1[CH2:23][CH2:24][CH3:25])[C:2]1[CH:7]=[CH:6][CH:5]=[CH:4][CH:3]=1.C([O-])(=O)C.[Na+].[Br:31]Br.O. Product: [CH2:1]([N:8]1[C:21](=[O:22])[C:20]2[C:11](=[N:12][C:13]3[C:18]([CH:19]=2)=[CH:17][CH:16]=[CH:15][CH:14]=3)[N:10]=[C:9]1[CH:23]([Br:31])[CH2:24][CH3:25])[C:2]1[CH:7]=[CH:6][CH:5]=[CH:4][CH:3]=1. The catalyst class is: 15. (5) Reactant: [CH2:1]([O:3][P:4]([CH2:9][C:10]1[CH:15]=[CH:14][C:13]([NH:16][C:17]2[N:22]=[C:21]([NH:23][C:24]3[CH:33]=[CH:32][C:31]([C@@H:34]4[CH2:39][CH2:38][C@H:37]([C:40]([O:42]CC)=[O:41])[CH2:36][CH2:35]4)=[C:30]4[C:25]=3[C:26](=[O:46])[C:27]([CH3:45])=[CH:28][NH:29]4)[C:20]([C:47]([F:50])([F:49])[F:48])=[CH:19][N:18]=2)=[C:12]([O:51][CH3:52])[CH:11]=1)([O:6][CH2:7][CH3:8])=[O:5])[CH3:2].O.[OH-].[Li+]. Product: [CH2:7]([O:6][P:4]([CH2:9][C:10]1[CH:15]=[CH:14][C:13]([NH:16][C:17]2[N:22]=[C:21]([NH:23][C:24]3[CH:33]=[CH:32][C:31]([C@@H:34]4[CH2:35][CH2:36][C@H:37]([C:40]([OH:42])=[O:41])[CH2:38][CH2:39]4)=[C:30]4[C:25]=3[C:26](=[O:46])[C:27]([CH3:45])=[CH:28][NH:29]4)[C:20]([C:47]([F:48])([F:50])[F:49])=[CH:19][N:18]=2)=[C:12]([O:51][CH3:52])[CH:11]=1)([O:3][CH2:1][CH3:2])=[O:5])[CH3:8]. The catalyst class is: 87. (6) Reactant: COC1C=CC([N:9]([C:14](=O)[C:15]2[CH:20]=[C:19]([CH:21]([CH3:23])[CH3:22])[C:18]([O:24][CH2:25][O:26][CH3:27])=[CH:17][C:16]=2[O:28][CH2:29][O:30][CH3:31])[NH:10][C:11]([NH2:13])=[S:12])=CC=1.[Cl-].[NH4+]. Product: [CH:21]([C:19]1[C:18]([O:24][CH2:25][O:26][CH3:27])=[CH:17][C:16]([O:28][CH2:29][O:30][CH3:31])=[C:15]([C:14]2[N:13]([C:15]3[CH:20]=[CH:19][C:18]([O:24][CH3:25])=[CH:17][CH:16]=3)[C:11](=[S:12])[NH:10][N:9]=2)[CH:20]=1)([CH3:23])[CH3:22]. The catalyst class is: 74. (7) Reactant: [BH4-].[K+].[CH3:3][N:4]1[C:8](=[O:9])[C:7]2=[CH:10][CH:11]=[CH:12][CH:13]=[C:6]2[C:5]1=[O:14].O. Product: [OH:9][CH:8]1[C:7]2[C:6](=[CH:13][CH:12]=[CH:11][CH:10]=2)[C:5](=[O:14])[N:4]1[CH3:3]. The catalyst class is: 5. (8) Reactant: [Br-].[CH2:2]([N+:6]1[CH:10]=[CH:9][N:8]([CH2:11][CH:12]([CH3:14])[CH3:13])[CH:7]=1)[CH:3]([CH3:5])[CH3:4].[OH-:15]. Product: [OH-:15].[CH2:2]([N+:6]1[CH:10]=[CH:9][N:8]([CH2:11][CH:12]([CH3:14])[CH3:13])[CH:7]=1)[CH:3]([CH3:5])[CH3:4]. The catalyst class is: 6. (9) Product: [O:44]([C:43](=[CH2:42])[CH2:26][CH2:25][CH2:24][CH2:23][O:22][C:17]1[C:18]([O:20][CH3:21])=[CH:19][C:6]2[C:5](=[O:36])[N:4]3[CH2:37][CH2:38][CH2:39][CH:3]3[C@H:2]([OH:1])[N:8]([C:9]([O:11][C:12]([CH3:13])([CH3:14])[CH3:15])=[O:10])[C:7]=2[CH:16]=1)[OH:46]. The catalyst class is: 401. Reactant: [OH:1][C@@H:2]1[N:8]([C:9]([O:11][C:12]([CH3:15])([CH3:14])[CH3:13])=[O:10])[C:7]2[CH:16]=[C:17]([O:22][CH2:23][CH2:24][CH2:25][CH2:26]CC(=O)OCC(Cl)(Cl)Cl)[C:18]([O:20][CH3:21])=[CH:19][C:6]=2[C:5](=[O:36])[N:4]2[CH2:37][CH2:38][CH2:39][CH:3]12.[NH4+].[Cl-].[CH3:42][C:43](C)=[O:44].[OH2:46]. (10) Reactant: C([O:8][C:9]1[CH:31]=[CH:30][C:12]([CH2:13][N:14]2[CH2:19][CH2:18][CH:17]([NH:20][C:21]3[CH:22]=[C:23]4[C:27](=[CH:28][CH:29]=3)[NH:26][N:25]=[CH:24]4)[CH2:16][CH2:15]2)=[CH:11][CH:10]=1)C1C=CC=CC=1. Product: [NH:26]1[C:27]2[C:23](=[CH:22][C:21]([NH:20][CH:17]3[CH2:18][CH2:19][N:14]([CH2:13][C:12]4[CH:11]=[CH:10][C:9]([OH:8])=[CH:31][CH:30]=4)[CH2:15][CH2:16]3)=[CH:29][CH:28]=2)[CH:24]=[N:25]1. The catalyst class is: 29.